Task: Predict the reaction yield, written as a fraction of the theoretical maximum amount of product (1.0 means a 100% yield; for example, 0.34 means a 34% yield).. Dataset: Reaction yield outcomes from USPTO patents with 853,638 reactions (1) The reactants are [CH2:1]([O:3][C:4](=[O:13])[C:5]([C:11]#[N:12])=[C:6](SC)[S:7][CH3:8])[CH3:2].FC(F)(F)C(O)=O.[CH:21]1([NH:24][C:25](=[O:35])[C:26]2[CH:31]=[CH:30][C:29]([CH3:32])=[C:28]([NH:33][NH2:34])[CH:27]=2)[CH2:23][CH2:22]1.C(N(C(C)C)CC)(C)C. The catalyst is C(O)C. The product is [CH2:1]([O:3][C:4]([C:5]1[C:6]([S:7][CH3:8])=[N:34][N:33]([C:28]2[CH:27]=[C:26]([C:25](=[O:35])[NH:24][CH:21]3[CH2:23][CH2:22]3)[CH:31]=[CH:30][C:29]=2[CH3:32])[C:11]=1[NH2:12])=[O:13])[CH3:2]. The yield is 0.590. (2) The reactants are [F:1][C:2]1[CH:7]=[CH:6][C:5]([C:8]2[O:9][C:10]3[CH2:15][CH2:14][N:13]([C:16]4[N:23]=[CH:22][CH:21]=CC=4C#N)[CH2:12][C:11]=3[N:24]=2)=[CH:4][CH:3]=1.Cl[C:26]1C=NC=C[N:27]=1. No catalyst specified. The product is [F:1][C:2]1[CH:3]=[CH:4][C:5]([C:8]2[O:9][C:10]3[CH2:15][CH2:14][N:13]([C:16]4[CH:26]=[N:27][CH:21]=[CH:22][N:23]=4)[CH2:12][C:11]=3[N:24]=2)=[CH:6][CH:7]=1. The yield is 0.140. (3) The reactants are [C:1]([C:5]1[CH:14]=[CH:13][C:12]([NH2:15])=[CH:11][C:6]=1[C:7](OC)=[O:8])([CH3:4])([CH3:3])[CH3:2].[H-].[H-].[H-].[H-].[Li+].[Al+3]. The catalyst is C1COCC1.O. The product is [C:1]([C:5]1[CH:14]=[CH:13][C:12]([NH2:15])=[CH:11][C:6]=1[CH2:7][OH:8])([CH3:4])([CH3:2])[CH3:3]. The yield is 0.200. (4) The reactants are C([O:4][CH2:5][C:6]1[C:7]([N:33]2[CH2:45][CH2:44][N:36]3[C:37]4[CH2:38][CH2:39][CH2:40][CH2:41][C:42]=4[CH:43]=[C:35]3[C:34]2=[O:46])=[N:8][CH:9]=[CH:10][C:11]=1[C:12]1[CH:17]=[C:16]([NH:18][C:19]2[CH:30]=[C:22]3[CH2:23][N:24]([C:27](=[O:29])[CH3:28])[CH2:25][CH2:26][N:21]3[N:20]=2)[C:15](=[O:31])[N:14]([CH3:32])[CH:13]=1)(=O)C.[OH-].[Li+]. The catalyst is C(O)(C)C.C1COCC1.O. The product is [C:27]([N:24]1[CH2:25][CH2:26][N:21]2[N:20]=[C:19]([NH:18][C:16]3[C:15](=[O:31])[N:14]([CH3:32])[CH:13]=[C:12]([C:11]4[CH:10]=[CH:9][N:8]=[C:7]([N:33]5[CH2:45][CH2:44][N:36]6[C:37]7[CH2:38][CH2:39][CH2:40][CH2:41][C:42]=7[CH:43]=[C:35]6[C:34]5=[O:46])[C:6]=4[CH2:5][OH:4])[CH:17]=3)[CH:30]=[C:22]2[CH2:23]1)(=[O:29])[CH3:28]. The yield is 0.530. (5) The reactants are [CH:1]([C:3]1[CH:18]=[CH:17][C:6]([O:7][C:8]2[CH:16]=[CH:15][C:11]([C:12]([NH2:14])=[O:13])=[CH:10][N:9]=2)=[C:5]([O:19][CH3:20])[CH:4]=1)=O.[CH2:21]([CH:23]([CH2:26][CH3:27])[CH2:24][NH2:25])[CH3:22]. No catalyst specified. The product is [CH2:21]([CH:23]([CH2:26][CH3:27])[CH2:24][NH:25][CH2:1][C:3]1[CH:18]=[CH:17][C:6]([O:7][C:8]2[CH:16]=[CH:15][C:11]([C:12]([NH2:14])=[O:13])=[CH:10][N:9]=2)=[C:5]([O:19][CH3:20])[CH:4]=1)[CH3:22]. The yield is 0.686. (6) The reactants are [S:1]1[CH2:6][CH:5]=[C:4](OS(C(F)(F)F)(=O)=O)[CH2:3][CH2:2]1.[B:15]1([B:15]2[O:20][CH2:19][C:18]([CH3:22])([CH3:21])[CH2:17][O:16]2)[O:20][CH2:19][C:18]([CH3:22])([CH3:21])[CH2:17][O:16]1.CC([O-])=O.[K+].CCOC(C)=O. The catalyst is O1CCOCC1.C1C=CC(P(C2C=CC=CC=2)[C-]2C=CC=C2)=CC=1.C1C=CC(P(C2C=CC=CC=2)[C-]2C=CC=C2)=CC=1.Cl[Pd]Cl.[Fe+2]. The product is [S:1]1[CH2:6][CH:5]=[C:4]([B:15]2[O:20][CH2:19][C:18]([CH3:22])([CH3:21])[CH2:17][O:16]2)[CH2:3][CH2:2]1. The yield is 0.820.